This data is from Forward reaction prediction with 1.9M reactions from USPTO patents (1976-2016). The task is: Predict the product of the given reaction. (1) Given the reactants [H-].[Na+].[CH3:3][O:4][C:5]([C:7]1[C:8]2[C:9]([CH3:16])=[N:10][NH:11][C:12]=2[CH:13]=[CH:14][CH:15]=1)=[O:6].[Br:17][C:18]1[CH:25]=[C:24](F)[CH:23]=[CH:22][C:19]=1[C:20]#[N:21].O, predict the reaction product. The product is: [CH3:3][O:4][C:5]([C:7]1[C:8]2[C:9]([CH3:16])=[N:10][N:11]([C:24]3[CH:23]=[CH:22][C:19]([C:20]#[N:21])=[C:18]([Br:17])[CH:25]=3)[C:12]=2[CH:13]=[CH:14][CH:15]=1)=[O:6]. (2) Given the reactants [CH2:1]([C:3]1[C:8](=[O:9])[N:7]2[N:10]=[CH:11][C:12]([C:13]3[CH:14]=[N:15][N:16]([C:18]4[CH:23]=[CH:22][CH:21]=[CH:20][N:19]=4)[CH:17]=3)=[C:6]2[NH:5][C:4]=1[C:24](O)=[O:25])[CH3:2], predict the reaction product. The product is: [CH2:1]([C:3]1[C:8](=[O:9])[N:7]2[N:10]=[CH:11][C:12]([C:13]3[CH:14]=[N:15][N:16]([C:18]4[CH:23]=[CH:22][CH:21]=[CH:20][N:19]=4)[CH:17]=3)=[C:6]2[NH:5][C:4]=1[CH2:24][OH:25])[CH3:2]. (3) Given the reactants [CH3:1][O:2][C:3]1[CH:4]=[C:5]([CH:8]=[CH:9][C:10]=1[OH:11])[CH:6]=[O:7].C([O-])([O-])=O.[K+].[K+].[CH2:18](Br)[C:19]1[CH:24]=[CH:23][CH:22]=[CH:21][CH:20]=1, predict the reaction product. The product is: [CH3:1][O:2][C:3]1[CH:4]=[C:5]([CH:8]=[CH:9][C:10]=1[O:11][CH2:18][C:19]1[CH:24]=[CH:23][CH:22]=[CH:21][CH:20]=1)[CH:6]=[O:7]. (4) Given the reactants C([O:3][C:4]([C:6]1[C:7]([CH3:29])=[C:8]([C:22]([O:24][C:25]([CH3:28])([CH3:27])[CH3:26])=[O:23])[NH:9][C:10]=1[CH2:11][CH2:12][CH2:13][NH:14][CH2:15][CH2:16][N:17]([CH2:20][CH3:21])[CH2:18][CH3:19])=O)C.C[Al](C)C, predict the reaction product. The product is: [C:25]([O:24][C:22]([C:8]1[NH:9][C:10]2[CH2:11][CH2:12][CH2:13][N:14]([CH2:15][CH2:16][N:17]([CH2:20][CH3:21])[CH2:18][CH3:19])[C:4](=[O:3])[C:6]=2[C:7]=1[CH3:29])=[O:23])([CH3:28])([CH3:27])[CH3:26]. (5) Given the reactants F[C:2]1[CH:23]=[CH:22][C:5]2[O:6][C:7]3[CH:21]=[CH:20][CH:19]=[CH:18][C:8]=3[C@@H:9]3[C@H:14](C(O)=O)[CH2:13][CH2:12][CH2:11][N:10]3[C:4]=2[CH:3]=1.ClC(OCC)=O.[N-:30]=[N+]=[N-].[Na+].[OH-].[Na+], predict the reaction product. The product is: [C:14]1([NH2:30])[CH:13]=[CH:12][CH2:11][N:10]2[C:9]=1[C:8]1[CH:18]=[CH:19][CH:20]=[CH:21][C:7]=1[O:6][C:5]1[CH:22]=[CH:23][CH:2]=[CH:3][C:4]2=1. (6) The product is: [F:16][C:14]([F:17])([F:15])[C:13]([C:10]1[CH:11]=[CH:12][C:7]([C:45]2[CH:44]=[CH:43][CH:42]=[C:41]([CH:39]=[CH2:40])[CH:46]=2)=[C:8]([CH2:26][CH2:27][CH3:28])[CH:9]=1)([O:22][CH2:23][O:24][CH3:25])[C:18]([F:20])([F:19])[F:21]. Given the reactants FC(F)(F)S(O[C:7]1[CH:12]=[CH:11][C:10]([C:13]([O:22][CH2:23][O:24][CH3:25])([C:18]([F:21])([F:20])[F:19])[C:14]([F:17])([F:16])[F:15])=[CH:9][C:8]=1[CH2:26][CH2:27][CH3:28])(=O)=O.P([O-])([O-])([O-])=O.[K+].[K+].[K+].[CH:39]([C:41]1[CH:42]=[C:43](B(O)O)[CH:44]=[CH:45][CH:46]=1)=[CH2:40].Cl, predict the reaction product. (7) Given the reactants [C:1]1([S:7]([N:10]2[C:14]3=[N:15][CH:16]=[C:17]([Br:19])[CH:18]=[C:13]3[C:12]([CH2:20][C:21]3[CH:22]=[CH:23][C:24]([NH2:28])=[N:25][C:26]=3[F:27])=[CH:11]2)(=[O:9])=[O:8])[CH:6]=[CH:5][CH:4]=[CH:3][CH:2]=1.[F:29][C:30]1[CH:31]=[C:32]([CH:38]=O)[C:33]([O:36][CH3:37])=[N:34][CH:35]=1.C([SiH](CC)CC)C.FC(F)(F)C(O)=O, predict the reaction product. The product is: [C:1]1([S:7]([N:10]2[C:14]3=[N:15][CH:16]=[C:17]([Br:19])[CH:18]=[C:13]3[C:12]([CH2:20][C:21]3[CH:22]=[CH:23][C:24]([NH:28][CH2:38][C:32]4[C:33]([O:36][CH3:37])=[N:34][CH:35]=[C:30]([F:29])[CH:31]=4)=[N:25][C:26]=3[F:27])=[CH:11]2)(=[O:8])=[O:9])[CH:2]=[CH:3][CH:4]=[CH:5][CH:6]=1. (8) Given the reactants Cl.[C:2]1([C@@H:8]2[CH2:10][C@H:9]2[NH2:11])[CH:7]=[CH:6][CH:5]=[CH:4][CH:3]=1.[C:12]([C:14]1[CH:21]=[CH:20][C:17]([CH:18]=O)=[CH:16][CH:15]=1)#[N:13].[BH-](OC(C)=O)(OC(C)=O)OC(C)=O.[Na+], predict the reaction product. The product is: [C:2]1([C@@H:8]2[CH2:10][C@H:9]2[NH:11][CH2:18][C:17]2[CH:20]=[CH:21][C:14]([C:12]#[N:13])=[CH:15][CH:16]=2)[CH:7]=[CH:6][CH:5]=[CH:4][CH:3]=1. (9) Given the reactants [CH2:1]([C:3]1([CH2:18][CH3:19])[C:8]2[CH:9]=[C:10]([N+:13]([O-])=O)[CH:11]=[CH:12][C:7]=2[N:6]([CH3:16])[C:5](=[O:17])[O:4]1)[CH3:2].[BH4-].[Na+], predict the reaction product. The product is: [NH2:13][C:10]1[CH:11]=[CH:12][C:7]2[N:6]([CH3:16])[C:5](=[O:17])[O:4][C:3]([CH2:18][CH3:19])([CH2:1][CH3:2])[C:8]=2[CH:9]=1. (10) Given the reactants C([O:3][C:4]([C:6]1[CH:11]=[CH:10][N:9]([CH2:12][O:13][CH2:14][CH2:15][Si:16]([CH3:19])([CH3:18])[CH3:17])[C:8](=[O:20])[CH:7]=1)=O)C.O.[NH2:22][NH2:23], predict the reaction product. The product is: [O:20]=[C:8]1[CH:7]=[C:6]([C:4]([NH:22][NH2:23])=[O:3])[CH:11]=[CH:10][N:9]1[CH2:12][O:13][CH2:14][CH2:15][Si:16]([CH3:19])([CH3:18])[CH3:17].